Dataset: Catalyst prediction with 721,799 reactions and 888 catalyst types from USPTO. Task: Predict which catalyst facilitates the given reaction. (1) Reactant: [F:1][C:2]1[CH:11]=[C:10]2[C:5]([C:6](=O)[CH2:7][CH:8]([C:12]3[CH:17]=[CH:16][CH:15]=[CH:14][CH:13]=3)[O:9]2)=[CH:4][C:3]=1[C:19]1[C:20]([F:25])=[N:21][CH:22]=[CH:23][CH:24]=1.C[Si]([N:30]=[C:31]=[N:32][Si](C)(C)C)(C)C. Product: [F:1][C:2]1[CH:11]=[C:10]2[C:5]([C:6](=[N:32][C:31]#[N:30])[CH2:7][CH:8]([C:12]3[CH:17]=[CH:16][CH:15]=[CH:14][CH:13]=3)[O:9]2)=[CH:4][C:3]=1[C:19]1[C:20]([F:25])=[N:21][CH:22]=[CH:23][CH:24]=1. The catalyst class is: 388. (2) Reactant: [NH2:1][C:2]1[C:3]([CH3:9])=[CH:4][CH:5]=[CH:6][C:7]=1[CH3:8].C(=O)([O-])[O-].[Na+].[Na+].[Cl:16][CH2:17][C:18](Cl)=[O:19]. Product: [Cl:16][CH2:17][C:18]([NH:1][C:2]1[C:7]([CH3:8])=[CH:6][CH:5]=[CH:4][C:3]=1[CH3:9])=[O:19]. The catalyst class is: 13. (3) Reactant: [NH2:1][CH2:2][C:3]1[C:4]([CH2:13][C:14]2[NH:18][C:17]3[CH:19]=[CH:20][C:21]([C:23]#[N:24])=[CH:22][C:16]=3[N:15]=2)=[C:5]2[C:9](=[C:10]([CH3:12])[CH:11]=1)[NH:8][CH:7]=[CH:6]2.C([O-])(O)=O.[Na+].[C:30](Cl)(=[O:32])[CH3:31]. Product: [C:23]([C:21]1[CH:20]=[CH:19][C:17]2[NH:18][C:14]([CH2:13][C:4]3[C:3]([CH2:2][NH:1][C:30](=[O:32])[CH3:31])=[CH:11][C:10]([CH3:12])=[C:9]4[C:5]=3[CH:6]=[CH:7][NH:8]4)=[N:15][C:16]=2[CH:22]=1)#[N:24]. The catalyst class is: 2. (4) Reactant: [CH3:1][O:2][C:3]([C:5]1[CH:6]=[C:7]2[C:12](=[CH:13][CH:14]=1)[N:11]=[C:10]([CH3:15])[CH:9]=[C:8]2[N:16]1[CH2:21][CH2:20][O:19][CH2:18][CH2:17]1)=[O:4].[Se](=O)=[O:23]. Product: [CH3:1][O:2][C:3]([C:5]1[CH:6]=[C:7]2[C:12](=[CH:13][CH:14]=1)[N:11]=[C:10]([CH:15]=[O:23])[CH:9]=[C:8]2[N:16]1[CH2:17][CH2:18][O:19][CH2:20][CH2:21]1)=[O:4]. The catalyst class is: 12.